This data is from Full USPTO retrosynthesis dataset with 1.9M reactions from patents (1976-2016). The task is: Predict the reactants needed to synthesize the given product. (1) Given the product [Br:16][C:11]1[CH:10]=[C:9]([CH:14]=[C:13]([Br:15])[CH:12]=1)[O:8][C:7]1[C:2](=[O:21])[NH:3][CH:4]=[CH:5][C:6]=1[C:17]([F:20])([F:19])[F:18], predict the reactants needed to synthesize it. The reactants are: Cl[CH:2]1[C:7]([O:8][C:9]2[CH:14]=[C:13]([Br:15])[CH:12]=[C:11]([Br:16])[CH:10]=2)=[C:6]([C:17]([F:20])([F:19])[F:18])[CH:5]=[CH:4][NH:3]1.[OH-:21].[K+]. (2) Given the product [O:11]1[C:10]2[CH:15]=[CH:16][C:7]([Sn:18]([CH3:20])([CH3:19])[CH3:17])=[CH:8][C:9]=2[O:14][CH2:13][CH2:12]1, predict the reactants needed to synthesize it. The reactants are: C([Li])CCC.Br[C:7]1[CH:16]=[CH:15][C:10]2[O:11][CH2:12][CH2:13][O:14][C:9]=2[CH:8]=1.[CH3:17][Sn:18](Cl)([CH3:20])[CH3:19]. (3) Given the product [CH3:4][C:2]([C:5]1[NH:9][C:8]2[CH2:10][CH2:11][CH2:12][CH2:13][C:14](=[O:15])[C:7]=2[N:6]=1)([CH3:1])[CH3:3], predict the reactants needed to synthesize it. The reactants are: [CH3:1][C:2]([C:5]1[NH:9][C:8]2[CH:10]=[CH:11][CH:12]=[CH:13][C:14](=[O:15])[C:7]=2[N:6]=1)([CH3:4])[CH3:3]. (4) Given the product [C:1]([C:3]1[CH:4]=[C:5]2[N:11]=[C:10]([C:12]([C:25]3[C:33]([CH2:34][CH3:35])=[CH:32][C:31]([CH3:36])=[C:30]4[C:26]=3[CH:27]=[CH:28][N:29]4[C:37]([O:39][C:40]([CH3:41])([CH3:42])[CH3:43])=[O:38])([NH:14][CH3:24])[CH3:13])[N:9]([CH2:44][O:45][CH2:46][CH2:47][Si:48]([CH3:50])([CH3:51])[CH3:49])[C:6]2=[N:7][CH:8]=1)#[N:2], predict the reactants needed to synthesize it. The reactants are: [C:1]([C:3]1[CH:4]=[C:5]2[N:11]=[C:10]([C:12]([C:25]3[C:33]([CH2:34][CH3:35])=[CH:32][C:31]([CH3:36])=[C:30]4[C:26]=3[CH:27]=[CH:28][N:29]4[C:37]([O:39][C:40]([CH3:43])([CH3:42])[CH3:41])=[O:38])([N:14]([CH3:24])S(CC[Si](C)(C)C)(=O)=O)[CH3:13])[N:9]([CH2:44][O:45][CH2:46][CH2:47][Si:48]([CH3:51])([CH3:50])[CH3:49])[C:6]2=[N:7][CH:8]=1)#[N:2].[F-].[Cs+]. (5) Given the product [N:1]1[CH:6]=[C:5]([C:7]2[C@:8]3([CH2:24][CH2:23][C@H:22]4[C@@H:13]([CH2:14][CH2:15][C:16]5[CH:17]=[C:18]([C:25]([NH2:26])=[O:28])[CH:19]=[CH:20][C:21]=54)[C@@H:10]3[CH2:11][CH:12]=2)[CH3:9])[CH:4]=[N:3][CH:2]=1, predict the reactants needed to synthesize it. The reactants are: [N:1]1[CH:6]=[C:5]([C:7]2[C@:8]3([CH2:24][CH2:23][C@H:22]4[C@@H:13]([CH2:14][CH2:15][C:16]5[CH:17]=[C:18]([C:25]#[N:26])[CH:19]=[CH:20][C:21]=54)[C@@H:10]3[CH2:11][CH:12]=2)[CH3:9])[CH:4]=[N:3][CH:2]=1.B(O[O-])=[O:28].[Na+]. (6) Given the product [CH2:24]([NH:31][C:10]1[C:9]2[C:4](=[CH:5][C:6]([O:15][CH3:16])=[C:7]([O:13][CH3:14])[CH:8]=2)[N:3]=[C:2]([Cl:1])[N:11]=1)[C:25]1[CH:30]=[CH:29][CH:28]=[CH:27][CH:26]=1, predict the reactants needed to synthesize it. The reactants are: [Cl:1][C:2]1[N:11]=[C:10](Cl)[C:9]2[C:4](=[CH:5][C:6]([O:15][CH3:16])=[C:7]([O:13][CH3:14])[CH:8]=2)[N:3]=1.CCN(CC)CC.[CH2:24]([NH2:31])[C:25]1[CH:30]=[CH:29][CH:28]=[CH:27][CH:26]=1. (7) The reactants are: Cl[C:2]1[N:7]=[C:6]([CH3:8])[N:5]=[C:4]([N:9]([CH2:19][C:20]2[CH:25]=[CH:24][C:23]([O:26][CH3:27])=[CH:22][CH:21]=2)[CH2:10][C:11]2[CH:16]=[CH:15][C:14]([O:17][CH3:18])=[CH:13][CH:12]=2)[N:3]=1.[C:28]([O:32][C:33]([N:35]1[CH2:40][CH2:39][N:38]([CH2:41][C:42]2[CH:43]=[C:44](B(O)O)[C:45]([F:48])=[N:46][CH:47]=2)[CH2:37][CH2:36]1)=[O:34])([CH3:31])([CH3:30])[CH3:29].C([O-])(=O)C.[K+].CC(N)CC1C=CC=CC=1.OP(O)(O)=O.O1CCOCC1.O.ClC1N=C(C)N=C2C=1N=CN2C1CCCCO1. Given the product [CH3:18][O:17][C:14]1[CH:15]=[CH:16][C:11]([CH2:10][N:9]([CH2:19][C:20]2[CH:25]=[CH:24][C:23]([O:26][CH3:27])=[CH:22][CH:21]=2)[C:4]2[N:5]=[C:6]([CH3:8])[N:7]=[C:2]([C:44]3[CH:43]=[C:42]([CH2:41][N:38]4[CH2:39][CH2:40][N:35]([C:33]([O:32][C:28]([CH3:31])([CH3:30])[CH3:29])=[O:34])[CH2:36][CH2:37]4)[CH:47]=[N:46][C:45]=3[F:48])[N:3]=2)=[CH:12][CH:13]=1, predict the reactants needed to synthesize it.